From a dataset of Catalyst prediction with 721,799 reactions and 888 catalyst types from USPTO. Predict which catalyst facilitates the given reaction. (1) Reactant: [O:1]1[C:5]2[CH:6]=[CH:7][CH:8]=[CH:9][C:4]=2[CH:3]=[C:2]1[C:10]1[CH:15]=[CH:14][CH:13]=[CH:12][C:11]=1[C:16]1[CH:17]=[C:18]([C:22]([OH:24])=O)[N:19]([CH3:21])[N:20]=1.[N:25]1([CH2:32][CH2:33][OH:34])[CH2:31][CH2:30][CH2:29][NH:28][CH2:27][CH2:26]1.C1CCC(N=C=NC2CCCCC2)CC1. Product: [O:1]1[C:5]2[CH:6]=[CH:7][CH:8]=[CH:9][C:4]=2[CH:3]=[C:2]1[C:10]1[CH:15]=[CH:14][CH:13]=[CH:12][C:11]=1[C:16]1[CH:17]=[C:18]([C:22]([N:28]2[CH2:29][CH2:30][CH2:31][N:25]([CH2:32][CH2:33][OH:34])[CH2:26][CH2:27]2)=[O:24])[N:19]([CH3:21])[N:20]=1. The catalyst class is: 142. (2) Reactant: [F:1][C:2]1[CH:14]=[C:13]([NH:15][CH3:16])[C:12]([N+:17]([O-])=O)=[CH:11][C:3]=1[C:4]([NH:6][CH2:7][CH2:8][O:9][CH3:10])=[O:5]. Product: [NH2:17][C:12]1[C:13]([NH:15][CH3:16])=[CH:14][C:2]([F:1])=[C:3]([CH:11]=1)[C:4]([NH:6][CH2:7][CH2:8][O:9][CH3:10])=[O:5]. The catalyst class is: 45. (3) The catalyst class is: 3. Product: [OH:9]/[N:8]=[C:1](\[Cl:10])/[C:2]1[CH:7]=[CH:6][CH:5]=[CH:4][CH:3]=1. Reactant: [CH:1](=[N:8]/[OH:9])/[C:2]1[CH:7]=[CH:6][CH:5]=[CH:4][CH:3]=1.[Cl:10]N1C(=O)CCC1=O. (4) Reactant: Br[CH2:2][CH2:3][CH2:4][O:5][C:6]1[CH:15]=[C:14]2[C:9]([C:10]([O:16][C:17]3[CH:22]=[CH:21][C:20]([NH:23][C:24]([NH:26][CH2:27][CH2:28][CH3:29])=[O:25])=[C:19]([Cl:30])[CH:18]=3)=[N:11][CH:12]=[N:13]2)=[CH:8][C:7]=1[O:31][CH3:32].C(=O)([O-])[O-].[K+].[K+].[SH:39][C:40]1[CH:45]=[CH:44][N:43]=[CH:42][CH:41]=1.O. Product: [Cl:30][C:19]1[CH:18]=[C:17]([O:16][C:10]2[C:9]3[C:14](=[CH:15][C:6]([O:5][CH2:4][CH2:3][CH2:2][S:39][C:40]4[CH:45]=[CH:44][N:43]=[CH:42][CH:41]=4)=[C:7]([O:31][CH3:32])[CH:8]=3)[N:13]=[CH:12][N:11]=2)[CH:22]=[CH:21][C:20]=1[NH:23][C:24]([NH:26][CH2:27][CH2:28][CH3:29])=[O:25]. The catalyst class is: 9.